This data is from Reaction yield outcomes from USPTO patents with 853,638 reactions. The task is: Predict the reaction yield, written as a fraction of the theoretical maximum amount of product (1.0 means a 100% yield; for example, 0.34 means a 34% yield). (1) The reactants are [C:1]1([C@@H:7]([NH:10][S:11]([C:14]2[CH:23]=[CH:22][C:17]([C:18]([O:20][CH3:21])=[O:19])=[CH:16][CH:15]=2)(=[O:13])=[O:12])[CH2:8][CH3:9])[CH:6]=[CH:5][CH:4]=[CH:3][CH:2]=1.Br[CH2:25][C:26]1[CH:33]=[CH:32][C:29]([C:30]#[N:31])=[CH:28][CH:27]=1.C([O-])([O-])=O.[K+].[K+]. The catalyst is CN(C=O)C. The product is [C:30]([C:29]1[CH:32]=[CH:33][C:26]([CH2:25][N:10]([C@H:7]([C:1]2[CH:2]=[CH:3][CH:4]=[CH:5][CH:6]=2)[CH2:8][CH3:9])[S:11]([C:14]2[CH:15]=[CH:16][C:17]([C:18]([O:20][CH3:21])=[O:19])=[CH:22][CH:23]=2)(=[O:13])=[O:12])=[CH:27][CH:28]=1)#[N:31]. The yield is 0.690. (2) The reactants are [Cl:1][C:2]1[CH:7]=[CH:6][CH:5]=[CH:4][C:3]=1[C:8]1([OH:14])[CH2:13][CH2:12][NH:11][CH2:10][CH2:9]1.N1C(C)=CC=CC=1C.[I-].[K+].Br[CH2:26][CH2:27][CH:28]=[C:29]1[C:35]2[CH:36]=[CH:37][CH:38]=[N:39][C:34]=2[CH2:33][O:32][C:31]2[CH:40]=[CH:41][C:42]([C:44]([OH:47])([CH3:46])[CH3:45])=[CH:43][C:30]1=2. The catalyst is C(O)(C)C. The product is [Cl:1][C:2]1[CH:7]=[CH:6][CH:5]=[CH:4][C:3]=1[C:8]1([OH:14])[CH2:9][CH2:10][N:11]([CH2:26][CH2:27][CH:28]=[C:29]2[C:35]3[CH:36]=[CH:37][CH:38]=[N:39][C:34]=3[CH2:33][O:32][C:31]3[CH:40]=[CH:41][C:42]([C:44]([OH:47])([CH3:46])[CH3:45])=[CH:43][C:30]2=3)[CH2:12][CH2:13]1. The yield is 0.520. (3) The reactants are [F:1][C:2]([F:19])([F:18])[C:3]1[CH:8]=[CH:7][C:6]([C:9]2[CH:13]=[C:12]([CH2:14][CH2:15][CH2:16][OH:17])[O:11][N:10]=2)=[CH:5][CH:4]=1.C(N(CC)CC)C.[CH3:27][S:28](Cl)(=[O:30])=[O:29].Cl. The catalyst is C(OCC)(=O)C. The product is [CH3:27][S:28]([O:17][CH2:16][CH2:15][CH2:14][C:12]1[O:11][N:10]=[C:9]([C:6]2[CH:5]=[CH:4][C:3]([C:2]([F:1])([F:18])[F:19])=[CH:8][CH:7]=2)[CH:13]=1)(=[O:30])=[O:29]. The yield is 0.940. (4) The reactants are [CH3:1][C:2]1[C:3]([CH2:9][N:10]([CH2:16][C:17]2[C:26]3[C:21](=[CH:22][CH:23]=[CH:24][CH:25]=3)[CH:20]=[CH:19][N:18]=2)[CH2:11][CH2:12][CH2:13][CH2:14][NH2:15])=[N:4][CH:5]=[C:6]([CH3:8])[CH:7]=1.CCN(C(C)C)C(C)C.[NH:36]1[CH:40]=[CH:39][N:38]=[C:37]1[NH:41][C:42](N1C=CN=C1)=[O:43]. The catalyst is CN(C=O)C.[Cl-].[Na+].O. The product is [CH3:1][C:2]1[C:3]([CH2:9][N:10]([CH2:16][C:17]2[C:26]3[C:21](=[CH:22][CH:23]=[CH:24][CH:25]=3)[CH:20]=[CH:19][N:18]=2)[CH2:11][CH2:12][CH2:13][CH2:14][NH:15][C:42]([NH:41][C:37]2[NH:36][CH:40]=[CH:39][N:38]=2)=[O:43])=[N:4][CH:5]=[C:6]([CH3:8])[CH:7]=1. The yield is 0.420. (5) The reactants are [Br:1][C:2]1[CH:3]=[C:4]([NH:13][CH:14]2[CH2:19][CH2:18][O:17][CH2:16][CH2:15]2)[C:5]([CH3:12])=[C:6]([CH:11]=1)[C:7]([O:9][CH3:10])=[O:8].[CH:20](=O)[CH3:21].C(O)(=O)C.C(O[BH-](OC(=O)C)OC(=O)C)(=O)C.[Na+].C(=O)(O)[O-].[Na+]. The catalyst is ClC(Cl)C. The product is [Br:1][C:2]1[CH:3]=[C:4]([N:13]([CH2:20][CH3:21])[CH:14]2[CH2:19][CH2:18][O:17][CH2:16][CH2:15]2)[C:5]([CH3:12])=[C:6]([CH:11]=1)[C:7]([O:9][CH3:10])=[O:8]. The yield is 0.930. (6) The catalyst is ClCCl.FC(F)(F)C(O)=O. The yield is 0.900. The product is [F:32][C:29]1[CH:28]=[CH:27][C:26]([CH2:25][NH:24][C:23]([C:18]2[CH:17]=[C:16]([C:13]3[N:14]=[N:15][N:11]([CH2:10][C:9]([NH:8][CH2:7][C:6]([OH:35])=[O:5])=[O:34])[N:12]=3)[CH:21]=[C:20]([CH3:22])[N:19]=2)=[O:33])=[CH:31][CH:30]=1. The reactants are C([O:5][C:6](=[O:35])[CH2:7][NH:8][C:9](=[O:34])[CH2:10][N:11]1[N:15]=[N:14][C:13]([C:16]2[CH:21]=[C:20]([CH3:22])[N:19]=[C:18]([C:23](=[O:33])[NH:24][CH2:25][C:26]3[CH:31]=[CH:30][C:29]([F:32])=[CH:28][CH:27]=3)[CH:17]=2)=[N:12]1)(C)(C)C. (7) The reactants are [C:1]([C:3]1[CH:19]=[CH:18][C:6]([C:7]([NH:9][CH2:10][CH2:11][CH2:12][C:13]([O:15]CC)=O)=[O:8])=[CH:5][CH:4]=1)#[N:2].[NH2:20][C:21]1[CH:22]=[CH:23][C:24]2[N:25]([CH2:34][CH3:35])[C:26]3[C:31]([C:32]=2[CH:33]=1)=[CH:30][CH:29]=[CH:28][CH:27]=3.[CH3:36][CH2:37]N(C(C)C)C(C)C.CN(C(ON1N=NC2C=CC=NC1=2)=[N+](C)C)C.F[P-](F)(F)(F)(F)F. The catalyst is CN(C=O)C.O. The product is [C:1]([C:3]1[CH:4]=[CH:5][C:6]([C:7]([N:9]([CH2:36][CH3:37])[CH2:10][CH2:11][CH2:12][C:13]([NH:20][C:21]2[CH:22]=[CH:23][C:24]3[N:25]([CH2:34][CH3:35])[C:26]4[C:31]([C:32]=3[CH:33]=2)=[CH:30][CH:29]=[CH:28][CH:27]=4)=[O:15])=[O:8])=[CH:18][CH:19]=1)#[N:2]. The yield is 0.116. (8) The product is [N+:34]([C:31]1[CH:32]=[CH:33][C:28]([N:25]2[N:26]=[C:27]3[CH:19]=[CH:20][CH:21]=[CH:22][C:23]3=[N:24]2)=[CH:29][CH:30]=1)([O-:36])=[O:35]. No catalyst specified. The reactants are BrC1C2C(=NN(C3C=CN=CC=3)N=2)C(Br)=CC=1.Br[C:19]1[C:27]2[C:23](=[N:24][N:25]([C:28]3[CH:33]=[CH:32][C:31]([N+:34]([O-:36])=[O:35])=[CH:30][CH:29]=3)[N:26]=2)[C:22](Br)=[CH:21][CH:20]=1. The yield is 0.160. (9) The reactants are [CH3:1][S:2][C:3]1[O:7][C:6]([CH:8]=O)=[CH:5][CH:4]=1.Cl.[NH2:11][OH:12].C([O-])(=O)C.[Na+]. The catalyst is C(O)C. The product is [CH3:1][S:2][C:3]1[O:7][C:6]([CH:8]=[N:11][OH:12])=[CH:5][CH:4]=1. The yield is 0.250. (10) The reactants are [Br:1][C:2]1[C:3]([O:12][CH3:13])=[CH:4][C:5]([CH:9]([CH3:11])[CH3:10])=[C:6]([OH:8])[CH:7]=1.C([O-])([O-])=O.[K+].[K+].I[CH2:21][C:22]#[N:23]. The catalyst is CN(C)C=O.O. The product is [Br:1][C:2]1[C:3]([O:12][CH3:13])=[CH:4][C:5]([CH:9]([CH3:11])[CH3:10])=[C:6]([CH:7]=1)[O:8][CH2:21][C:22]#[N:23]. The yield is 0.630.